From a dataset of Full USPTO retrosynthesis dataset with 1.9M reactions from patents (1976-2016). Predict the reactants needed to synthesize the given product. (1) Given the product [CH3:41][S:42]([O:17][CH2:16][CH2:15][C@H:14]1[O:13][CH2:12][CH2:11][N:10]([C:18](=[O:33])[C:19]2[CH:20]=[C:21]([C:29]([F:30])([F:31])[F:32])[CH:22]=[C:23]([C:25]([F:26])([F:27])[F:28])[CH:24]=2)[CH:9]1[C:4]1[CH:5]=[CH:6][C:7]([Cl:8])=[C:2]([Cl:1])[CH:3]=1)(=[O:44])=[O:43], predict the reactants needed to synthesize it. The reactants are: [Cl:1][C:2]1[CH:3]=[C:4]([CH:9]2[C@@H:14]([CH2:15][CH2:16][OH:17])[O:13][CH2:12][CH2:11][N:10]2[C:18](=[O:33])[C:19]2[CH:24]=[C:23]([C:25]([F:28])([F:27])[F:26])[CH:22]=[C:21]([C:29]([F:32])([F:31])[F:30])[CH:20]=2)[CH:5]=[CH:6][C:7]=1[Cl:8].C(N(CC)CC)C.[CH3:41][S:42](Cl)(=[O:44])=[O:43].O. (2) Given the product [C:1]1([C:26]2[CH:31]=[CH:30][CH:29]=[CH:28][CH:27]=2)[CH:6]=[CH:5][C:4](/[C:7](/[C:36]#[C:35][C:33]([OH:37])([CH3:34])[CH3:32])=[CH:8]/[CH2:9][S:10][C:11]2[CH:23]=[CH:22][C:14]([O:15][CH2:16][C:17]([O:19][CH2:20][CH3:21])=[O:18])=[C:13]([CH3:24])[CH:12]=2)=[CH:3][CH:2]=1, predict the reactants needed to synthesize it. The reactants are: [C:1]1([C:26]2[CH:31]=[CH:30][CH:29]=[CH:28][CH:27]=2)[CH:6]=[CH:5][C:4](/[C:7](/I)=[CH:8]/[CH2:9][S:10][C:11]2[CH:23]=[CH:22][C:14]([O:15][CH2:16][C:17]([O:19][CH2:20][CH3:21])=[O:18])=[C:13]([CH3:24])[CH:12]=2)=[CH:3][CH:2]=1.[CH3:32][C:33]([OH:37])([C:35]#[CH:36])[CH3:34].C(NC(C)C)(C)C. (3) Given the product [CH3:30][CH:31]([CH3:34])[CH2:32][N:21]1[CH2:22][C@@H:18]([C:15]2[CH:14]=[CH:13][C:12]([C:8]3[CH:9]=[CH:10][CH:11]=[C:6]([NH:5][S:2]([CH3:1])(=[O:4])=[O:3])[CH:7]=3)=[CH:17][CH:16]=2)[C@H:19]([NH:23][S:24]([CH:27]([CH3:29])[CH3:28])(=[O:26])=[O:25])[CH2:20]1, predict the reactants needed to synthesize it. The reactants are: [CH3:1][S:2]([NH:5][C:6]1[CH:7]=[C:8]([C:12]2[CH:17]=[CH:16][C:15]([C@@H:18]3[CH2:22][NH:21][CH2:20][C@H:19]3[NH:23][S:24]([CH:27]([CH3:29])[CH3:28])(=[O:26])=[O:25])=[CH:14][CH:13]=2)[CH:9]=[CH:10][CH:11]=1)(=[O:4])=[O:3].[CH3:30][CH:31]([CH3:34])[CH:32]=O.C(O[BH-](OC(=O)C)OC(=O)C)(=O)C.[Na+]. (4) Given the product [F:24][CH:22]([F:23])[O:21][C:19]1[CH:18]=[CH:17][C:16]([O:25][CH2:26][CH:27]([CH3:28])[CH3:29])=[C:15]([CH:20]=1)[CH2:14][N:10]1[C:11]2[C:7](=[CH:6][C:5]([C:3]([OH:4])=[O:2])=[CH:13][CH:12]=2)[CH:8]=[N:9]1, predict the reactants needed to synthesize it. The reactants are: C[O:2][C:3]([C:5]1[CH:6]=[C:7]2[C:11](=[CH:12][CH:13]=1)[N:10]([CH2:14][C:15]1[CH:20]=[C:19]([O:21][CH:22]([F:24])[F:23])[CH:18]=[CH:17][C:16]=1[O:25][CH2:26][CH:27]([CH3:29])[CH3:28])[N:9]=[CH:8]2)=[O:4].CO.[OH-].[Li+]. (5) The reactants are: [CH:1]1([N:4]2[C:13]([C:14]#[N:15])=[C:12]([C:16]3[CH:21]=[CH:20][CH:19]=[C:18]([F:22])[CH:17]=3)[C:11]3[C:6](=[CH:7][CH:8]=[C:9]([O:23]C)[CH:10]=3)[C:5]2=[O:25])[CH2:3][CH2:2]1.[C-]#N.[Na+].Cl. Given the product [CH:1]1([N:4]2[C:13]([C:14]#[N:15])=[C:12]([C:16]3[CH:21]=[CH:20][CH:19]=[C:18]([F:22])[CH:17]=3)[C:11]3[C:6](=[CH:7][CH:8]=[C:9]([OH:23])[CH:10]=3)[C:5]2=[O:25])[CH2:2][CH2:3]1, predict the reactants needed to synthesize it. (6) Given the product [Br:1][C:2]1[CH:15]=[C:14]([C:31]#[C:30][C:27]2[CH:26]=[CH:25][C:24]([C:21]3[CH:22]=[CH:23][C:18]([Cl:17])=[CH:19][CH:20]=3)=[CH:29][N:28]=2)[CH:13]=[CH:12][C:3]=1[O:4][CH2:5][CH2:6][N:7]1[CH2:11][CH2:10][CH2:9][CH2:8]1, predict the reactants needed to synthesize it. The reactants are: [Br:1][C:2]1[CH:15]=[C:14](I)[CH:13]=[CH:12][C:3]=1[O:4][CH2:5][CH2:6][N:7]1[CH2:11][CH2:10][CH2:9][CH2:8]1.[Cl:17][C:18]1[CH:23]=[CH:22][C:21]([C:24]2[CH:25]=[CH:26][C:27]([C:30]#[CH:31])=[N:28][CH:29]=2)=[CH:20][CH:19]=1. (7) The reactants are: [Cl:1][C:2]1[CH:3]=[CH:4][C:5]([O:36][CH:37]([F:39])[F:38])=[C:6]([C:8]2[C:12]([NH:13][C:14]([C:16]3[CH:17]=[N:18][N:19]4[CH:24]=[CH:23][CH:22]=[N:21][C:20]=34)=[O:15])=[CH:11][N:10]([CH2:25][C:26]([N:28]3[CH2:35][C@@H:34]4[C@@H:30]([CH2:31][NH:32][CH2:33]4)[CH2:29]3)=[O:27])[N:9]=2)[CH:7]=1.[CH:40]1([CH:43]=O)[CH2:42][CH2:41]1.[BH4-].[Na+].CO. Given the product [Cl:1][C:2]1[CH:3]=[CH:4][C:5]([O:36][CH:37]([F:39])[F:38])=[C:6]([C:8]2[C:12]([NH:13][C:14]([C:16]3[CH:17]=[N:18][N:19]4[CH:24]=[CH:23][CH:22]=[N:21][C:20]=34)=[O:15])=[CH:11][N:10]([CH2:25][C:26]([N:28]3[CH2:29][C@@H:30]4[C@@H:34]([CH2:33][N:32]([CH2:43][CH:40]5[CH2:42][CH2:41]5)[CH2:31]4)[CH2:35]3)=[O:27])[N:9]=2)[CH:7]=1, predict the reactants needed to synthesize it. (8) Given the product [Cl:1][C:2]1[CH:10]=[C:9]([C:11]2[N:16]=[C:15]3[N:17]([CH2:20][C:21]4[CH:22]=[C:23]5[C:28](=[CH:29][CH:30]=4)[N:27]=[CH:26][CH:25]=[CH:24]5)[N:18]=[N:19][C:14]3=[CH:13][CH:12]=2)[CH:8]=[CH:7][C:3]=1[C:4]([NH:34][CH2:31][CH2:32][CH3:33])=[O:5], predict the reactants needed to synthesize it. The reactants are: [Cl:1][C:2]1[CH:10]=[C:9]([C:11]2[N:16]=[C:15]3[N:17]([CH2:20][C:21]4[CH:22]=[C:23]5[C:28](=[CH:29][CH:30]=4)[N:27]=[CH:26][CH:25]=[CH:24]5)[N:18]=[N:19][C:14]3=[CH:13][CH:12]=2)[CH:8]=[CH:7][C:3]=1[C:4](O)=[O:5].[CH2:31]([NH2:34])[CH2:32][CH3:33]. (9) Given the product [Br:15][C:9]1[CH:8]=[CH:7][C:6]2[C:11](=[C:2]([Br:1])[CH:3]=[CH:4][CH:5]=2)[N:10]=1, predict the reactants needed to synthesize it. The reactants are: [Br:1][C:2]1[CH:3]=[CH:4][CH:5]=[C:6]2[C:11]=1[NH:10][C:9](=O)[CH:8]=[CH:7]2.P(Br)(Br)([Br:15])=O. (10) Given the product [C:1]1([NH:7][C:8](=[O:21])[NH:9][C:10]2[CH:11]=[CH:12][C:13]([C:14]([N:39]3[CH2:38][CH2:37][N:36]([CH2:42][C:43]4[CH:44]=[C:45]([CH:50]=[CH:51][CH:52]=4)[C:46]([O:48][CH3:49])=[O:47])[CH2:41][CH2:40]3)=[O:16])=[CH:19][CH:20]=2)[CH:2]=[CH:3][CH:4]=[CH:5][CH:6]=1, predict the reactants needed to synthesize it. The reactants are: [C:1]1([NH:7][C:8](=[O:21])[NH:9][C:10]2[CH:20]=[CH:19][C:13]([C:14]([O:16]CC)=O)=[CH:12][CH:11]=2)[CH:6]=[CH:5][CH:4]=[CH:3][CH:2]=1.FC(F)(F)C(O)=O.FC(F)(F)C(O)=O.[N:36]1([CH2:42][C:43]2[CH:44]=[C:45]([CH:50]=[CH:51][CH:52]=2)[C:46]([O:48][CH3:49])=[O:47])[CH2:41][CH2:40][NH:39][CH2:38][CH2:37]1.C(N(C(C)C)C(C)C)C.N1(O)C2C=CC=CC=2N=N1.Cl.C(N=C=NCCCN(C)C)C.